The task is: Predict the reaction yield, written as a fraction of the theoretical maximum amount of product (1.0 means a 100% yield; for example, 0.34 means a 34% yield).. This data is from Reaction yield outcomes from USPTO patents with 853,638 reactions. The reactants are [CH:1]([C:4]1[CH:9]=[CH:8][C:7]([C:10](=O)[CH:11]([O:13][C:14]2[CH:19]=[C:18]([CH3:20])[CH:17]=[C:16]([CH3:21])[C:15]=2[CH3:22])[CH3:12])=[CH:6][CH:5]=1)([CH3:3])[CH3:2]. The catalyst is C1(C)C=CC=CC=1. The product is [CH:1]([C:4]1[CH:9]=[CH:8][C:7]([C:10]2[C:19]3[C:18]([CH3:20])=[CH:17][C:16]([CH3:21])=[C:15]([CH3:22])[C:14]=3[O:13][C:11]=2[CH3:12])=[CH:6][CH:5]=1)([CH3:3])[CH3:2]. The yield is 0.960.